Predict which catalyst facilitates the given reaction. From a dataset of Catalyst prediction with 721,799 reactions and 888 catalyst types from USPTO. (1) Reactant: [NH2:1][C@@H:2]1[CH2:11][C@@H:10]2[C@:5]([CH3:14])([CH2:6][CH2:7][CH2:8][C:9]2([CH3:13])[CH3:12])[C@@H:4]([C:15]([C:17]2[CH:18]=[C:19]([OH:24])[CH:20]=[C:21]([OH:23])[CH:22]=2)=[O:16])[C@@H:3]1[CH3:25].F[B-](F)(F)F.N1(OC(N(C)C)=[N+](C)C)C2C=CC=CC=2N=N1.[N:48]1[CH:53]=[CH:52][CH:51]=[CH:50][C:49]=1[C:54](O)=[O:55].C(N(CC)C(C)C)(C)C. Product: [OH:24][C:19]1[CH:18]=[C:17]([C:15]([C@@H:4]2[C@:5]3([CH3:14])[C@H:10]([C:9]([CH3:13])([CH3:12])[CH2:8][CH2:7][CH2:6]3)[CH2:11][C@@H:2]([NH:1][C:54]([C:49]3[CH:50]=[CH:51][CH:52]=[CH:53][N:48]=3)=[O:55])[C@H:3]2[CH3:25])=[O:16])[CH:22]=[C:21]([OH:23])[CH:20]=1. The catalyst class is: 3. (2) Reactant: FC(F)(F)S(O[C:7]1[CH2:21][C@@H:10]2[CH2:11][N:12]([C:14]([O:16][C:17]([CH3:20])([CH3:19])[CH3:18])=[O:15])[CH2:13][C@@H:9]2[CH:8]=1)(=O)=O.[F:24][C:25]([F:36])([F:35])[C:26]1[CH:31]=[CH:30][CH:29]=[CH:28][C:27]=1B(O)O.C([O-])([O-])=O.[Na+].[Na+]. Product: [F:24][C:25]([F:36])([F:35])[C:26]1[CH:31]=[CH:30][CH:29]=[CH:28][C:27]=1[C:7]1[CH2:21][C@@H:10]2[CH2:11][N:12]([C:14]([O:16][C:17]([CH3:18])([CH3:19])[CH3:20])=[O:15])[CH2:13][C@@H:9]2[CH:8]=1. The catalyst class is: 108. (3) Product: [CH2:13]([C:10]1[C:11](=[O:12])[N:6]2[N:5]=[CH:4][C:3]([C:1]#[N:2])=[C:7]2[NH:8][C:9]=1[C:15]1[O:16][C:19]([C:21]2[CH:22]=[CH:23][CH:24]=[CH:25][CH:26]=2)=[CH:18][N:17]=1)[CH3:14]. The catalyst class is: 1. Reactant: [C:1]([C:3]1[CH:4]=[N:5][N:6]2[C:11](=[O:12])[C:10]([CH2:13][CH3:14])=[C:9]([C:15]([NH:17][CH2:18][C:19]([C:21]3[CH:26]=[CH:25][CH:24]=[CH:23][CH:22]=3)=O)=[O:16])[NH:8][C:7]=12)#[N:2].CC[N+](S(N=C(OC)[O-])(=O)=O)(CC)CC. (4) Reactant: [CH3:1][C:2]1([CH3:9])[CH2:7][CH2:6][C:5](=O)[CH2:4][CH2:3]1.[NH:10]1[CH2:14][CH2:13][CH2:12][CH2:11]1.C1(C)C=CC(S(O)(=O)=O)=CC=1. Product: [CH3:1][C:2]1([CH3:9])[CH2:7][CH2:6][C:5]([N:10]2[CH2:14][CH2:13][CH2:12][CH2:11]2)=[CH:4][CH2:3]1. The catalyst class is: 11. (5) Reactant: [N:1]1[C:6]2[NH:7][CH:8]=[CH:9][C:5]=2[C:4]([N:10]2[CH2:14][CH2:13][C@@H:12]([N:15]([CH3:26])[C:16]3[CH:21]=[CH:20][C:19]([N+:22]([O-])=O)=[C:18]([NH2:25])[N:17]=3)[CH2:11]2)=[N:3][CH:2]=1. Product: [N:1]1[C:6]2[NH:7][CH:8]=[CH:9][C:5]=2[C:4]([N:10]2[CH2:14][CH2:13][C@@H:12]([N:15]([CH3:26])[C:16]3[CH:21]=[CH:20][C:19]([NH2:22])=[C:18]([NH2:25])[N:17]=3)[CH2:11]2)=[N:3][CH:2]=1. The catalyst class is: 8. (6) Reactant: [CH:1]1[C:13]2[CH:12]([CH2:14][O:15][C:16]([N:18]3[CH2:23][C@@H:22]([C:24](=[O:47])[NH:25][CH2:26][C:27]4([CH2:41][CH2:42][CH2:43][CH2:44][O:45][CH3:46])[C:40]5[CH:39]=[CH:38][CH:37]=[CH:36][C:35]=5[O:34][C:33]5[C:28]4=[CH:29][CH:30]=[CH:31][CH:32]=5)[CH2:21][C@@H:20]([NH:48][S:49]([C:52]4[CH:57]=[CH:56][C:55]([OH:58])=[C:54]([O:59][CH3:60])[CH:53]=4)(=[O:51])=[O:50])[CH2:19]3)=[O:17])[C:11]3[C:6](=[CH:7][CH:8]=[CH:9][CH:10]=3)[C:5]=2[CH:4]=[CH:3][CH:2]=1.[CH3:61][N:62]([CH3:66])[CH2:63][CH2:64]O.C1C=CC(P(C2C=CC=CC=2)C2C=CC=CC=2)=CC=1.CCOC(/N=N/C(OCC)=O)=O. Product: [CH:1]1[C:13]2[CH:12]([CH2:14][O:15][C:16]([N:18]3[CH2:23][C@@H:22]([C:24](=[O:47])[NH:25][CH2:26][C:27]4([CH2:41][CH2:42][CH2:43][CH2:44][O:45][CH3:46])[C:28]5[CH:29]=[CH:30][CH:31]=[CH:32][C:33]=5[O:34][C:35]5[C:40]4=[CH:39][CH:38]=[CH:37][CH:36]=5)[CH2:21][C@@H:20]([NH:48][S:49]([C:52]4[CH:57]=[CH:56][C:55]([O:58][CH2:64][CH2:63][N:62]([CH3:66])[CH3:61])=[C:54]([O:59][CH3:60])[CH:53]=4)(=[O:51])=[O:50])[CH2:19]3)=[O:17])[C:11]3[C:6](=[CH:7][CH:8]=[CH:9][CH:10]=3)[C:5]=2[CH:4]=[CH:3][CH:2]=1. The catalyst class is: 6.